This data is from Full USPTO retrosynthesis dataset with 1.9M reactions from patents (1976-2016). The task is: Predict the reactants needed to synthesize the given product. (1) Given the product [CH2:8]([C:7]1[CH:6]=[CH:5][C:4]([NH:13][C:14](=[O:16])[CH3:15])=[CH:3][C:2]=1[OH:1])[CH2:9][CH2:10][CH3:11], predict the reactants needed to synthesize it. The reactants are: [OH:1][C:2]1[CH:3]=[C:4]([NH:13][C:14](=[O:16])[CH3:15])[CH:5]=[CH:6][C:7]=1[CH:8](O)[CH2:9][CH2:10][CH3:11].OCC1(OC[C@@H](O)[C@@H](O)[C@H]1O)O. (2) Given the product [C:1]([NH:5][S:6]([C:9]1[C:10]([Cl:42])=[CH:11][C:12]([O:39][CH2:40][CH3:41])=[C:13]([C:15]2[N:16]([C:36]([N:46]3[CH2:45][CH2:44][N:43]([CH2:49][C:50]([NH:52][CH2:53][CH:54]4[CH2:58][CH2:57][CH2:56][O:55]4)=[O:51])[CH2:48][CH2:47]3)=[O:37])[C@@:17]([C:29]3[CH:30]=[CH:31][C:32]([Cl:35])=[CH:33][CH:34]=3)([CH3:28])[C@@:18]([C:21]3[CH:22]=[CH:23][C:24]([Cl:27])=[CH:25][CH:26]=3)([CH3:20])[N:19]=2)[CH:14]=1)(=[O:7])=[O:8])([CH3:2])([CH3:3])[CH3:4], predict the reactants needed to synthesize it. The reactants are: [C:1]([NH:5][S:6]([C:9]1[C:10]([Cl:42])=[CH:11][C:12]([O:39][CH2:40][CH3:41])=[C:13]([C:15]2[N:16]([C:36](Cl)=[O:37])[C:17]([C:29]3[CH:34]=[CH:33][C:32]([Cl:35])=[CH:31][CH:30]=3)([CH3:28])[C:18]([C:21]3[CH:26]=[CH:25][C:24]([Cl:27])=[CH:23][CH:22]=3)([CH3:20])[N:19]=2)[CH:14]=1)(=[O:8])=[O:7])([CH3:4])([CH3:3])[CH3:2].[N:43]1([CH2:49][C:50]([NH:52][CH2:53][CH:54]2[CH2:58][CH2:57][CH2:56][O:55]2)=[O:51])[CH2:48][CH2:47][NH:46][CH2:45][CH2:44]1. (3) The reactants are: [H-].[Na+].[Cl:3][C:4]1[CH:20]=[C:19]([C:21]([F:24])([F:23])[F:22])[CH:18]=[CH:17][C:5]=1[CH2:6][N:7]1[C:11]([CH:12]=O)=[CH:10][C:9]([CH:14]([CH3:16])[CH3:15])=[N:8]1.C(OP([CH2:33][C:34]([O:36][CH2:37][CH3:38])=[O:35])(OCC)=O)C.O. Given the product [Cl:3][C:4]1[CH:20]=[C:19]([C:21]([F:24])([F:22])[F:23])[CH:18]=[CH:17][C:5]=1[CH2:6][N:7]1[C:11](/[CH:12]=[CH:33]/[C:34]([O:36][CH2:37][CH3:38])=[O:35])=[CH:10][C:9]([CH:14]([CH3:16])[CH3:15])=[N:8]1, predict the reactants needed to synthesize it. (4) Given the product [Cl:1][C:2]1[CH:7]=[CH:6][C:5]([S:8][CH2:6][CH2:7][CH2:2][CH2:3][CH2:4][CH2:5][C:25]2[CH:24]=[CH:23][CH:22]=[C:19]3[C:20]([NH:16][C:17](=[O:26])[C:18]=23)=[O:21])=[CH:4][CH:3]=1, predict the reactants needed to synthesize it. The reactants are: [Cl:1][C:2]1[CH:7]=[CH:6][C:5]([SH:8])=[CH:4][CH:3]=1.BrCCCCCC[N:16]1[C:20](=[O:21])[C:19]2=[CH:22][CH:23]=[CH:24][CH:25]=[C:18]2[C:17]1=[O:26].C([O-])([O-])=O.[K+].[K+]. (5) Given the product [F:29][C:17]1[CH:16]=[C:15]([O:14][C:13]2[C:7]3[C:8](=[N:9][C:4]([NH:2][CH3:1])=[CH:5][N:6]=3)[N:10]=[CH:11][CH:12]=2)[CH:20]=[CH:19][C:18]=1[NH:21][C:22](=[O:28])[O:23][C:24]([CH3:27])([CH3:26])[CH3:25], predict the reactants needed to synthesize it. The reactants are: [CH3:1][NH2:2].Cl[C:4]1[N:9]=[C:8]2[N:10]=[CH:11][CH:12]=[C:13]([O:14][C:15]3[CH:20]=[CH:19][C:18]([NH:21][C:22](=[O:28])[O:23][C:24]([CH3:27])([CH3:26])[CH3:25])=[C:17]([F:29])[CH:16]=3)[C:7]2=[N:6][CH:5]=1. (6) Given the product [CH2:6]([CH:8]([C:11]1[N:16]2[N:17]=[C:18]([CH3:25])[C:19]([C:20]3[S:24][C:23]([CH2:27][O:28][CH3:29])=[N:22][CH:21]=3)=[C:15]2[N:14]=[C:13]([CH3:26])[CH:12]=1)[CH2:9][CH3:10])[CH3:7], predict the reactants needed to synthesize it. The reactants are: C([Li])CCC.[CH2:6]([CH:8]([C:11]1[N:16]2[N:17]=[C:18]([CH3:25])[C:19]([C:20]3[S:24][CH:23]=[N:22][CH:21]=3)=[C:15]2[N:14]=[C:13]([CH3:26])[CH:12]=1)[CH2:9][CH3:10])[CH3:7].[CH3:27][O:28][CH2:29]I.[Cl-].[NH4+].